This data is from Full USPTO retrosynthesis dataset with 1.9M reactions from patents (1976-2016). The task is: Predict the reactants needed to synthesize the given product. (1) Given the product [CH2:5]([O:7][C:8]([C:10]1[S:19][C:18]2[C:17]3[CH:20]=[C:21]([Cl:26])[CH:22]=[C:23]([OH:24])[C:16]=3[O:15][C:14]3[CH:27]=[CH:28][CH:29]=[CH:30][C:13]=3[C:12]=2[CH:11]=1)=[O:9])[CH3:6], predict the reactants needed to synthesize it. The reactants are: B(Br)(Br)Br.[CH2:5]([O:7][C:8]([C:10]1[S:19][C:18]2[C:17]3[CH:20]=[C:21]([Cl:26])[CH:22]=[C:23]([O:24]C)[C:16]=3[O:15][C:14]3[CH:27]=[CH:28][CH:29]=[CH:30][C:13]=3[C:12]=2[CH:11]=1)=[O:9])[CH3:6]. (2) Given the product [S:33]1[CH2:37][CH2:36][N:35]([C:15]([N:13]2[CH2:14][CH:9]([C:6]3[CH:7]=[CH:8][C:3]([C:2]([F:32])([F:31])[F:1])=[CH:4][CH:5]=3)[CH2:10][CH:11]([C:27]([O:29][CH3:30])=[O:28])[CH2:12]2)=[O:16])[CH2:34]1, predict the reactants needed to synthesize it. The reactants are: [F:1][C:2]([F:32])([F:31])[C:3]1[CH:8]=[CH:7][C:6]([CH:9]2[CH2:14][N:13]([C:15](OC3C=CC([N+]([O-])=O)=CC=3)=[O:16])[CH2:12][CH:11]([C:27]([O:29][CH3:30])=[O:28])[CH2:10]2)=[CH:5][CH:4]=1.[S:33]1[CH2:37][CH2:36][NH:35][CH2:34]1.